From a dataset of NCI-60 drug combinations with 297,098 pairs across 59 cell lines. Regression. Given two drug SMILES strings and cell line genomic features, predict the synergy score measuring deviation from expected non-interaction effect. (1) Drug 1: C1CCC(C1)C(CC#N)N2C=C(C=N2)C3=C4C=CNC4=NC=N3. Drug 2: CC1=C(C(=CC=C1)Cl)NC(=O)C2=CN=C(S2)NC3=CC(=NC(=N3)C)N4CCN(CC4)CCO. Cell line: KM12. Synergy scores: CSS=12.8, Synergy_ZIP=1.74, Synergy_Bliss=1.94, Synergy_Loewe=1.51, Synergy_HSA=1.69. (2) Drug 1: C1CCN(CC1)CCOC2=CC=C(C=C2)C(=O)C3=C(SC4=C3C=CC(=C4)O)C5=CC=C(C=C5)O. Drug 2: CC1=C2C(C(=O)C3(C(CC4C(C3C(C(C2(C)C)(CC1OC(=O)C(C(C5=CC=CC=C5)NC(=O)OC(C)(C)C)O)O)OC(=O)C6=CC=CC=C6)(CO4)OC(=O)C)OC)C)OC. Cell line: SR. Synergy scores: CSS=55.9, Synergy_ZIP=9.14, Synergy_Bliss=7.70, Synergy_Loewe=-26.6, Synergy_HSA=7.61. (3) Drug 1: CC1=CC=C(C=C1)C2=CC(=NN2C3=CC=C(C=C3)S(=O)(=O)N)C(F)(F)F. Drug 2: C1=NC2=C(N=C(N=C2N1C3C(C(C(O3)CO)O)O)F)N. Cell line: T-47D. Synergy scores: CSS=1.25, Synergy_ZIP=-1.02, Synergy_Bliss=-0.428, Synergy_Loewe=-3.54, Synergy_HSA=-3.40. (4) Drug 1: COC1=NC(=NC2=C1N=CN2C3C(C(C(O3)CO)O)O)N. Drug 2: CCC1=C2CN3C(=CC4=C(C3=O)COC(=O)C4(CC)O)C2=NC5=C1C=C(C=C5)O. Cell line: UO-31. Synergy scores: CSS=18.4, Synergy_ZIP=-5.15, Synergy_Bliss=-0.906, Synergy_Loewe=-91.4, Synergy_HSA=-3.27. (5) Drug 1: CC1=C2C(C(=O)C3(C(CC4C(C3C(C(C2(C)C)(CC1OC(=O)C(C(C5=CC=CC=C5)NC(=O)OC(C)(C)C)O)O)OC(=O)C6=CC=CC=C6)(CO4)OC(=O)C)OC)C)OC. Drug 2: CCC1=CC2CC(C3=C(CN(C2)C1)C4=CC=CC=C4N3)(C5=C(C=C6C(=C5)C78CCN9C7C(C=CC9)(C(C(C8N6C)(C(=O)OC)O)OC(=O)C)CC)OC)C(=O)OC.C(C(C(=O)O)O)(C(=O)O)O. Cell line: SF-268. Synergy scores: CSS=50.8, Synergy_ZIP=-3.69, Synergy_Bliss=-5.71, Synergy_Loewe=-6.72, Synergy_HSA=-0.505.